This data is from Full USPTO retrosynthesis dataset with 1.9M reactions from patents (1976-2016). The task is: Predict the reactants needed to synthesize the given product. (1) Given the product [C:9]([O:13][C:14]([NH:16][NH:17][CH2:18][CH2:19][CH2:20][CH2:21][CH3:22])=[O:15])([CH3:12])([CH3:11])[CH3:10], predict the reactants needed to synthesize it. The reactants are: [BH3-]C#N.[Na+].C(O)(=O)C.[C:9]([O:13][C:14]([NH:16][N:17]=[CH:18][CH2:19][CH2:20][CH2:21][CH3:22])=[O:15])([CH3:12])([CH3:11])[CH3:10]. (2) Given the product [F:28][C:24]1([F:27])[O:23][C:22]2[CH:21]=[CH:20][CH:19]=[C:18]([C:16]([NH:15][C:6]3([C:4]([OH:5])=[O:3])[CH2:7][C:8]4[C:13](=[CH:12][CH:11]=[CH:10][CH:9]=4)[CH2:14]3)=[O:17])[C:26]=2[O:25]1, predict the reactants needed to synthesize it. The reactants are: C([O:3][C:4]([C:6]1([NH:15][C:16]([C:18]2[C:26]3[O:25][C:24]([F:28])([F:27])[O:23][C:22]=3[CH:21]=[CH:20][CH:19]=2)=[O:17])[CH2:14][C:13]2[C:8](=[CH:9][CH:10]=[CH:11][CH:12]=2)[CH2:7]1)=[O:5])C.O1CCOCC1.CO.O. (3) Given the product [Cl:32][C:30]1[CH:29]=[CH:28][C:26]2[S:27][C:23]([C:21]([OH:22])=[O:20])=[CH:24][C:25]=2[CH:31]=1, predict the reactants needed to synthesize it. The reactants are: CN1C2C(=CC(C(F)(F)F)=CC=2)C(C)=C1C(O)=O.C[O:20][C:21]([C:23]1[S:27][C:26]2[CH:28]=[CH:29][C:30]([Cl:32])=[CH:31][C:25]=2[CH:24]=1)=[O:22]. (4) Given the product [CH3:19][O:18][C@@H:5]([CH2:6][C:7]1[CH:8]=[CH:9][C:10]([O:13][CH2:14][C:15](=[O:17])[NH:29][CH2:28][CH2:27][C:23]2[CH:22]=[N:21][CH:26]=[CH:25][CH:24]=2)=[CH:11][CH:12]=1)[C:4]([OH:3])=[O:20], predict the reactants needed to synthesize it. The reactants are: C([O:3][C:4](=[O:20])[C@@H:5]([O:18][CH3:19])[CH2:6][C:7]1[CH:12]=[CH:11][C:10]([O:13][CH2:14][C:15]([OH:17])=O)=[CH:9][CH:8]=1)C.[N:21]1[CH:26]=[CH:25][CH:24]=[C:23]([CH2:27][CH2:28][NH2:29])[CH:22]=1. (5) Given the product [C:1]([O:5][C:6]([NH:8][CH2:9][CH2:10][CH2:11][C@@H:12]([CH2:16][C:17]1[N:18]=[CH:19][N:20]2[C:29]3[C:24](=[CH:25][CH:26]=[CH:27][CH:28]=3)[CH2:23][CH2:22][C:21]=12)[C:13]([O:15][CH2:30][CH2:31][CH2:32][CH2:33][CH2:34][CH2:35][CH3:36])=[O:14])=[O:7])([CH3:4])([CH3:2])[CH3:3], predict the reactants needed to synthesize it. The reactants are: [C:1]([O:5][C:6]([NH:8][CH2:9][CH2:10][CH2:11][C@@H:12]([CH2:16][C:17]1[N:18]=[CH:19][N:20]2[C:29]3[C:24](=[CH:25][CH:26]=[CH:27][CH:28]=3)[CH2:23][CH2:22][C:21]=12)[C:13]([OH:15])=[O:14])=[O:7])([CH3:4])([CH3:3])[CH3:2].[CH2:30](O)[CH2:31][CH2:32][CH2:33][CH2:34][CH2:35][CH3:36].Cl.CN(C)CCCN=C=NCC.C(=O)([O-])O.[Na+]. (6) Given the product [CH2:1]([C:4]1[CH:9]=[C:8]([C:10]2[S:11][CH:12]=[C:13]([C:15]3[CH:16]=[CH:17][C:18]([NH:21][C:27](=[O:28])[O:26][C:22]([CH3:25])([CH3:24])[CH3:23])=[CH:19][CH:20]=3)[N:14]=2)[CH:7]=[CH:6][N:5]=1)[CH2:2][CH3:3], predict the reactants needed to synthesize it. The reactants are: [CH2:1]([C:4]1[CH:9]=[C:8]([C:10]2[S:11][CH:12]=[C:13]([C:15]3[CH:20]=[CH:19][C:18]([NH2:21])=[CH:17][CH:16]=3)[N:14]=2)[CH:7]=[CH:6][N:5]=1)[CH2:2][CH3:3].[C:22]([O:26][C:27](O[C:27]([O:26][C:22]([CH3:25])([CH3:24])[CH3:23])=[O:28])=[O:28])([CH3:25])([CH3:24])[CH3:23].